Task: Predict which catalyst facilitates the given reaction.. Dataset: Catalyst prediction with 721,799 reactions and 888 catalyst types from USPTO (1) Reactant: [F:1][C:2]([F:32])([F:31])[C:3]1[CH:8]=[CH:7][C:6]([C:9]2[C:10]([C:15]([NH:17][C:18]3[CH:27]=[C:26]4[C:21]([CH:22]=[C:23]([C:28](O)=[O:29])[CH:24]=[N:25]4)=[CH:20][CH:19]=3)=[O:16])=[CH:11][CH:12]=[CH:13][CH:14]=2)=[CH:5][CH:4]=1.C1(N([C:41]2[CH:46]=[CH:45][CH:44]=[CH:43][N:42]=2)C)C=CC=CC=1.Cl.CN(C)[CH2:50][CH2:51][CH2:52][N:53]=C=NCC.ON1[C:64]2[CH:65]=CC=[CH:68][C:63]=2N=N1.C(N(CC)CC)C. Product: [C:51]1([CH:52]([NH:53][C:28]([C:23]2[CH:24]=[N:25][C:26]3[C:21]([CH:22]=2)=[CH:20][CH:19]=[C:18]([NH:17][C:15]([C:10]2[C:9]([C:6]4[CH:7]=[CH:8][C:3]([C:2]([F:32])([F:31])[F:1])=[CH:4][CH:5]=4)=[CH:14][CH:13]=[CH:12][CH:11]=2)=[O:16])[CH:27]=3)=[O:29])[C:41]2[CH:46]=[CH:45][CH:44]=[CH:43][N:42]=2)[CH:50]=[CH:65][CH:64]=[CH:63][CH:68]=1. The catalyst class is: 4. (2) Reactant: [NH2:1][C:2]1[N:10]=[CH:9][N:8]=[C:7]2[C:3]=1[N:4]=[CH:5][N:6]2[C@H:11]1[C@@H:15]2[O:16]C(C)(C)[O:18][C@@H:14]2[C@@H:13]([CH2:21][N:22]([CH2:41][CH3:42])[C:23](=[O:40])[CH2:24][CH2:25][NH:26][C:27]([NH:29][C:30]2[CH:35]=[CH:34][C:33]([C:36]([CH3:39])([CH3:38])[CH3:37])=[CH:32][CH:31]=2)=[O:28])[O:12]1. Product: [NH2:1][C:2]1[N:10]=[CH:9][N:8]=[C:7]2[C:3]=1[N:4]=[CH:5][N:6]2[C@@H:11]1[O:12][C@H:13]([CH2:21][N:22]([CH2:41][CH3:42])[C:23](=[O:40])[CH2:24][CH2:25][NH:26][C:27]([NH:29][C:30]2[CH:35]=[CH:34][C:33]([C:36]([CH3:38])([CH3:37])[CH3:39])=[CH:32][CH:31]=2)=[O:28])[C@@H:14]([OH:18])[C@H:15]1[OH:16]. The catalyst class is: 209. (3) Reactant: [Br:1][CH2:2][CH2:3][CH2:4]Br.[NH:6]1[C:10]2[CH:11]=[CH:12][CH:13]=[CH:14][C:9]=2[N:8]=[N:7]1.[OH-].[K+].O. Product: [Br:1][CH2:2][CH2:3][CH2:4][N:7]1[N:8]=[C:9]2[CH:14]=[CH:13][CH:12]=[CH:11][C:10]2=[N:6]1. The catalyst class is: 42. (4) Reactant: O=[C:2]1[CH2:7][CH2:6][N:5]([C:8]([O:10][CH2:11][C:12]2[CH:17]=[CH:16][CH:15]=[CH:14][CH:13]=2)=[O:9])[CH2:4][CH2:3]1.[NH2:18][OH:19].Cl.C([O-])([O-])=O.[K+].[K+]. Product: [OH:19][N:18]=[C:2]1[CH2:7][CH2:6][N:5]([C:8]([O:10][CH2:11][C:12]2[CH:17]=[CH:16][CH:15]=[CH:14][CH:13]=2)=[O:9])[CH2:4][CH2:3]1. The catalyst class is: 14. (5) Reactant: [Cl:1][C:2]1[CH:3]=[C:4]([CH:18]=[CH:19][C:20]=1[O:21][CH3:22])[CH2:5][O:6][C:7]1[C:12]([C:13]([OH:15])=O)=[CH:11][N:10]=[C:9]([S:16][CH3:17])[N:8]=1.CCN(C(C)C)C(C)C.CN(C(O[N:40]1N=[N:47][C:42]2[CH:43]=[CH:44][CH:45]=[N:46][C:41]1=2)=[N+](C)C)C.F[P-](F)(F)(F)(F)F.N1C=CC=NC=1CN. Product: [Cl:1][C:2]1[CH:3]=[C:4]([CH:18]=[CH:19][C:20]=1[O:21][CH3:22])[CH2:5][O:6][C:7]1[C:12]([C:13]([NH:47][CH2:42][C:41]2[N:40]=[CH:43][CH:44]=[CH:45][N:46]=2)=[O:15])=[CH:11][N:10]=[C:9]([S:16][CH3:17])[N:8]=1. The catalyst class is: 20. (6) Reactant: [CH3:1][N:2]1[CH2:8][C:6](=[O:7])[NH:5][C:3]1=[O:4].CC([O-])(C)C.[K+].Br[CH2:16][C:17]1[CH:18]=[C:19]([C:23]2[CH:27]=[C:26]([CH2:28][CH:29]([CH3:31])[CH3:30])[S:25][C:24]=2[S:32]([NH:35][C:36]([CH3:39])([CH3:38])[CH3:37])(=[O:34])=[O:33])[CH:20]=[CH:21][CH:22]=1. Product: [CH3:1][N:2]1[CH2:8][C:6](=[O:7])[N:5]([CH2:16][C:17]2[CH:18]=[C:19]([C:23]3[CH:27]=[C:26]([CH2:28][CH:29]([CH3:31])[CH3:30])[S:25][C:24]=3[S:32]([NH:35][C:36]([CH3:38])([CH3:37])[CH3:39])(=[O:33])=[O:34])[CH:20]=[CH:21][CH:22]=2)[C:3]1=[O:4]. The catalyst class is: 549. (7) Reactant: [CH2:1]([O:4][CH2:5][C:6]1[CH:19]=[CH:18][C:9]([C:10]([C:12]2[CH:17]=[CH:16][CH:15]=[CH:14][CH:13]=2)=O)=[CH:8][CH:7]=1)[CH:2]=[CH2:3].O.[NH2:21][NH2:22]. Product: [CH2:1]([O:4][CH2:5][C:6]1[CH:19]=[CH:18][C:9]([C:10](=[N:21][NH2:22])[C:12]2[CH:17]=[CH:16][CH:15]=[CH:14][CH:13]=2)=[CH:8][CH:7]=1)[CH:2]=[CH2:3]. The catalyst class is: 5.